From a dataset of Reaction yield outcomes from USPTO patents with 853,638 reactions. Predict the reaction yield, written as a fraction of the theoretical maximum amount of product (1.0 means a 100% yield; for example, 0.34 means a 34% yield). The reactants are [F:1][C:2]1[CH:7]=[CH:6][C:5]([I:8])=[CH:4][C:3]=1[N:9]1[CH:14]=[C:13]([O:15][CH3:16])[C:12](=[O:17])[C:11]([C:18]([OH:20])=O)=[N:10]1.C1N=CN(C([N:28]2[CH:32]=NC=C2)=O)C=1.CN([CH:36]=[O:37])C.CCN(C(C)C)C(C)C. The catalyst is C1COCC1. The product is [F:1][C:2]1[CH:7]=[CH:6][C:5]([I:8])=[CH:4][C:3]=1[N:9]1[CH:14]=[C:13]([O:15][CH3:16])[C:12](=[O:17])[C:11]([C:18]([N:28]([O:37][CH3:36])[CH3:32])=[O:20])=[N:10]1. The yield is 0.820.